This data is from Full USPTO retrosynthesis dataset with 1.9M reactions from patents (1976-2016). The task is: Predict the reactants needed to synthesize the given product. (1) Given the product [OH:8][C:9]1[CH:17]=[C:16]([OH:18])[C:15]([CH:26]([CH3:27])[CH3:28])=[CH:14][C:10]=1[C:11]1[N:45]([C:41]2[CH:40]=[C:39]3[C:44](=[CH:43][CH:42]=2)[N:36]([CH3:35])[CH:37]=[CH:38]3)[C:57]([OH:58])=[N:55][N:49]=1, predict the reactants needed to synthesize it. The reactants are: C([O:8][C:9]1[CH:17]=[C:16]([O:18]CC2C=CC=CC=2)[C:15]([CH:26]([CH3:28])[CH3:27])=[CH:14][C:10]=1[C:11](O)=O)C1C=CC=CC=1.C(Cl)(=O)C(Cl)=O.[CH3:35][N:36]1[C:44]2[C:39](=[CH:40][C:41]([NH2:45])=[CH:42][CH:43]=2)[C:38](C)=[CH:37]1.C([N:49](CC)CC)C.C[N:55]([CH:57]=[O:58])C. (2) Given the product [N:1]1([CH:6]2[CH2:10][CH2:9][CH:8]([N:11]([CH3:27])[C:12]3[CH:19]=[CH:18][C:15]([C:16]#[N:17])=[C:14]([C:20]([F:22])([F:21])[F:23])[CH:13]=3)[CH2:7]2)[CH:5]=[N:4][CH:3]=[N:2]1, predict the reactants needed to synthesize it. The reactants are: [N:1]1([CH:6]2[CH2:10][CH2:9][CH:8]([NH:11][C:12]3[CH:19]=[CH:18][C:15]([C:16]#[N:17])=[C:14]([C:20]([F:23])([F:22])[F:21])[CH:13]=3)[CH2:7]2)[CH:5]=[N:4][CH:3]=[N:2]1.[H-].[Na+].I[CH3:27]. (3) Given the product [CH3:18][C:12]([N:7]1[CH:8]=[C:4]([N+:1]([O-:3])=[O:2])[N:5]=[CH:6]1)([CH3:19])[C:13]([O:15][CH2:16][CH3:17])=[O:14], predict the reactants needed to synthesize it. The reactants are: [N+:1]([C:4]1[N:5]=[CH:6][NH:7][CH:8]=1)([O-:3])=[O:2].[H-].[Na+].Br[C:12]([CH3:19])([CH3:18])[C:13]([O:15][CH2:16][CH3:17])=[O:14].O. (4) Given the product [CH2:13]([O:12][C:5](=[O:11])[C:6](=[O:8])[CH2:22][C:20]1[C:19]([N+:23]([O-:25])=[O:24])=[CH:18][N:17]=[C:16]([CH3:15])[CH:21]=1)[CH3:14], predict the reactants needed to synthesize it. The reactants are: [O-]CC.[K+].[C:5]([O:12][CH2:13][CH3:14])(=[O:11])[C:6]([O:8]CC)=O.[CH3:15][C:16]1[CH:21]=[C:20]([CH3:22])[C:19]([N+:23]([O-:25])=[O:24])=[CH:18][N:17]=1. (5) Given the product [O:21]1[C:20]2([CH2:25][CH2:26][CH:17]([CH:7]([C:6]3[CH:5]=[C:4]([C:9]4[CH:14]=[CH:13][CH:12]=[CH:11][CH:10]=4)[O:3][C:2]=3[CH3:1])[OH:8])[CH2:18][CH2:19]2)[O:24][CH2:23][CH2:22]1, predict the reactants needed to synthesize it. The reactants are: [CH3:1][C:2]1[O:3][C:4]([C:9]2[CH:14]=[CH:13][CH:12]=[CH:11][CH:10]=2)=[CH:5][C:6]=1[CH:7]=[O:8].Br[Mg][CH:17]1[CH2:26][CH2:25][C:20]2([O:24][CH2:23][CH2:22][O:21]2)[CH2:19][CH2:18]1.O1CCCC1.Cl.O. (6) Given the product [C:1]([C:5]1[CH:18]=[CH:17][CH:16]=[CH:15][C:6]=1[O:7][C:8]1[C:13]([NH:14][C:30]([NH:29][C:19]2[C:28]3[C:23](=[CH:24][CH:25]=[CH:26][CH:27]=3)[CH:22]=[CH:21][CH:20]=2)=[S:31])=[CH:12][CH:11]=[CH:10][N:9]=1)([CH3:4])([CH3:2])[CH3:3], predict the reactants needed to synthesize it. The reactants are: [C:1]([C:5]1[CH:18]=[CH:17][CH:16]=[CH:15][C:6]=1[O:7][C:8]1[C:13]([NH2:14])=[CH:12][CH:11]=[CH:10][N:9]=1)([CH3:4])([CH3:3])[CH3:2].[C:19]1([N:29]=[C:30]=[S:31])[C:28]2[C:23](=[CH:24][CH:25]=[CH:26][CH:27]=2)[CH:22]=[CH:21][CH:20]=1. (7) Given the product [Cl:1][C:2]1[CH:3]=[N+:4]([O-:25])[CH:5]=[C:6]([O:8][CH2:9][C:10]2[CH:15]=[CH:14][CH:13]=[C:12]([Cl:16])[CH:11]=2)[N:7]=1, predict the reactants needed to synthesize it. The reactants are: [Cl:1][C:2]1[CH:3]=[N:4][CH:5]=[C:6]([O:8][CH2:9][C:10]2[CH:15]=[CH:14][CH:13]=[C:12]([Cl:16])[CH:11]=2)[N:7]=1.ClC1C=CC=C(C(OO)=[O:25])C=1. (8) Given the product [CH3:24][O:23][C:20]1[CH:19]=[CH:18][C:17]([C:8]([C:9]2[CH:10]=[CH:11][C:12]([O:15][CH3:16])=[CH:13][CH:14]=2)([C:25]2[CH:30]=[CH:29][CH:28]=[CH:27][CH:26]=2)[O:1][CH2:2][CH:3]([OH:4])[CH2:5][OH:6])=[CH:22][CH:21]=1, predict the reactants needed to synthesize it. The reactants are: [OH:1][CH2:2][CH:3]([CH2:5][OH:6])[OH:4].Cl[C:8]([C:25]1[CH:30]=[CH:29][CH:28]=[CH:27][CH:26]=1)([C:17]1[CH:22]=[CH:21][C:20]([O:23][CH3:24])=[CH:19][CH:18]=1)[C:9]1[CH:14]=[CH:13][C:12]([O:15][CH3:16])=[CH:11][CH:10]=1. (9) Given the product [CH3:36][C@@H:37]1[N:42]([CH2:2][C:3]2[CH:12]=[N:11][C:10]3[N:9]4[CH2:13][CH2:14][S:15][CH2:16][C@H:8]4[C:7](=[O:17])[NH:6][C:5]=3[CH:4]=2)[CH2:41][CH2:40][N:39]([C:43]2[CH:50]=[CH:49][C:46]([C:47]#[N:48])=[CH:45][CH:44]=2)[CH2:38]1, predict the reactants needed to synthesize it. The reactants are: O[CH2:2][C:3]1[CH:12]=[N:11][C:10]2[N:9]3[CH2:13][CH2:14][S:15][CH2:16][C@H:8]3[C:7](=[O:17])[NH:6][C:5]=2[CH:4]=1.[I-].C(C[P+](C)(C)C)#N.CCN(C(C)C)C(C)C.Cl.[CH3:36][C@@H:37]1[NH:42][CH2:41][CH2:40][N:39]([C:43]2[CH:50]=[CH:49][C:46]([C:47]#[N:48])=[CH:45][CH:44]=2)[CH2:38]1.